This data is from Buchwald-Hartwig C-N cross coupling reaction yields with 55,370 reactions. The task is: Predict the reaction yield, written as a fraction of the theoretical maximum amount of product (1.0 means a 100% yield; for example, 0.34 means a 34% yield). The reactants are COc1ccc(I)cc1.Cc1ccc(N)cc1.O=S(=O)(O[Pd]1c2ccccc2-c2ccccc2N~1)C(F)(F)F.COc1ccc(OC)c(P(C(C)(C)C)C(C)(C)C)c1-c1c(C(C)C)cc(C(C)C)cc1C(C)C.CCN=P(N=P(N(C)C)(N(C)C)N(C)C)(N(C)C)N(C)C.CCOC(=O)c1ccon1. No catalyst specified. The product is COc1ccc(Nc2ccc(C)cc2)cc1. The yield is 0.0246.